Dataset: Forward reaction prediction with 1.9M reactions from USPTO patents (1976-2016). Task: Predict the product of the given reaction. Given the reactants [O:1]1[CH2:7][CH2:6][CH2:5][C:4](=[O:8])[C:3]2[CH:9]=[CH:10][CH:11]=[CH:12][C:2]1=2.[C:13](=[O:16])([O-])[O-].[K+].[K+].[CH2:19]=[O:20], predict the reaction product. The product is: [OH:20][CH2:19][C:5]1([CH2:13][OH:16])[CH2:6][CH2:7][O:1][C:2]2[CH:12]=[CH:11][CH:10]=[CH:9][C:3]=2[C:4]1=[O:8].